This data is from Forward reaction prediction with 1.9M reactions from USPTO patents (1976-2016). The task is: Predict the product of the given reaction. (1) Given the reactants [CH3:1][C:2]1([CH3:19])[C:6]([CH3:8])([CH3:7])[O:5][B:4]([C:9]2[CH:10]=[C:11]([CH2:15][C:16](O)=[O:17])[CH:12]=[CH:13][CH:14]=2)[O:3]1.C1C=CC2N(O)N=NC=2C=1.[NH:30]1[CH2:35][CH2:34][CH:33]([C:36]2[CH:37]=[C:38]([CH:51]=[CH:52][CH:53]=2)[CH2:39][NH:40][C:41](=[O:50])[O:42][CH2:43][C:44]2[CH:49]=[CH:48][CH:47]=[CH:46][CH:45]=2)[CH2:32][CH2:31]1.CCN(C(C)C)C(C)C, predict the reaction product. The product is: [CH3:7][C:6]1([CH3:8])[C:2]([CH3:1])([CH3:19])[O:3][B:4]([C:9]2[CH:10]=[C:11]([CH2:15][C:16]([N:30]3[CH2:35][CH2:34][CH:33]([C:36]4[CH:37]=[C:38]([CH:51]=[CH:52][CH:53]=4)[CH2:39][NH:40][C:41](=[O:50])[O:42][CH2:43][C:44]4[CH:49]=[CH:48][CH:47]=[CH:46][CH:45]=4)[CH2:32][CH2:31]3)=[O:17])[CH:12]=[CH:13][CH:14]=2)[O:5]1. (2) The product is: [Br:21][CH2:13][C:11]1[O:12][C:8]([C:4]2[CH:5]=[CH:6][CH:7]=[C:2]([Cl:1])[CH:3]=2)=[CH:9][N:10]=1. Given the reactants [Cl:1][C:2]1[CH:3]=[C:4]([C:8]2[O:12][C:11]([CH3:13])=[N:10][CH:9]=2)[CH:5]=[CH:6][CH:7]=1.C1C(=O)N([Br:21])C(=O)C1, predict the reaction product. (3) The product is: [CH2:42]([O:41][C:39](=[O:48])[O:40][C:9]1[N:8]([CH2:1][C:2]2[CH:3]=[CH:4][CH:5]=[CH:6][CH:7]=2)[C:19]2[C:11](=[C:12]([OH:31])[C:13]3[C:14](=[O:30])[N:15]([CH2:22][C:23]4[CH:28]=[CH:27][C:26]([F:29])=[CH:25][CH:24]=4)[C:16](=[O:21])[C:17]=3[CH:18]=2)[N:10]=1)[CH3:43]. Given the reactants [CH2:1]([N:8]1[C:19]2[C:11](=[C:12]([OH:31])[C:13]3[C:14](=[O:30])[N:15]([CH2:22][C:23]4[CH:28]=[CH:27][C:26]([F:29])=[CH:25][CH:24]=4)[C:16](=[O:21])[C:17]=3[C:18]=2O)[N:10]=[CH:9]1)[C:2]1[CH:7]=[CH:6][CH:5]=[CH:4][CH:3]=1.N1C=CC=CC=1.Cl[C:39]([O:41][CH2:42][CH3:43])=[O:40].CN(C=[O:48])C, predict the reaction product. (4) Given the reactants Cl.[Cl:2][C:3]1[CH:8]=[CH:7][CH:6]=[C:5]([Cl:9])[C:4]=1[NH:10][NH2:11].C([O-])([O-])=O.[K+].[K+].[CH3:18][C:19]([O:22][C:23](O[C:23]([O:22][C:19]([CH3:21])([CH3:20])[CH3:18])=[O:24])=[O:24])([CH3:21])[CH3:20], predict the reaction product. The product is: [Cl:2][C:3]1[CH:8]=[CH:7][CH:6]=[C:5]([Cl:9])[C:4]=1[NH:10][NH:11][C:23]([O:22][C:19]([CH3:21])([CH3:20])[CH3:18])=[O:24]. (5) Given the reactants [H-].[Na+].[Cl:3][C:4]1[CH:5]=[C:6]([C@@H:10]2[C@@H:15]([C:16]3[CH:21]=[CH:20][C:19]([Cl:22])=[CH:18][CH:17]=3)[NH:14][C:13](=[O:23])[CH2:12][CH2:11]2)[CH:7]=[CH:8][CH:9]=1.Br[CH:25]([CH2:30][CH3:31])[C:26]([O:28][CH3:29])=[O:27], predict the reaction product. The product is: [Cl:3][C:4]1[CH:5]=[C:6]([C@H:10]2[CH2:11][CH2:12][C:13](=[O:23])[N:14]([C@@H:25]([CH2:30][CH3:31])[C:26]([O:28][CH3:29])=[O:27])[C@@H:15]2[C:16]2[CH:17]=[CH:18][C:19]([Cl:22])=[CH:20][CH:21]=2)[CH:7]=[CH:8][CH:9]=1.